From a dataset of Reaction yield outcomes from USPTO patents with 853,638 reactions. Predict the reaction yield, written as a fraction of the theoretical maximum amount of product (1.0 means a 100% yield; for example, 0.34 means a 34% yield). (1) The reactants are [CH:1]1([CH:4]2[S:9][CH2:8][CH2:7][NH:6][CH2:5]2)[CH2:3][CH2:2]1.C([O-])([O-])=O.[K+].[K+].Br[CH2:17][C:18]1[CH:27]=[C:26]2[C:21]([C:22]([C:30]3[CH:31]=[N:32][N:33]([CH3:35])[CH:34]=3)=[CH:23][C:24]([C:28]#[N:29])=[N:25]2)=[CH:20][CH:19]=1. The catalyst is CC#N.CCOC(C)=O. The product is [CH:1]1([CH:4]2[CH2:5][N:6]([CH2:17][C:18]3[CH:27]=[C:26]4[C:21]([C:22]([C:30]5[CH:31]=[N:32][N:33]([CH3:35])[CH:34]=5)=[CH:23][C:24]([C:28]#[N:29])=[N:25]4)=[CH:20][CH:19]=3)[CH2:7][CH2:8][S:9]2)[CH2:3][CH2:2]1. The yield is 0.450. (2) The reactants are Cl[C:2]1[C:3]2[N:4]([N:9]=[C:10]([C:12]([O:14][CH2:15][CH3:16])=[O:13])[CH:11]=2)[CH:5]=[C:6]([CH3:8])[N:7]=1.[CH3:17][O-:18].[Na+]. No catalyst specified. The product is [CH3:17][O:18][C:2]1[C:3]2[N:4]([N:9]=[C:10]([C:12]([O:14][CH2:15][CH3:16])=[O:13])[CH:11]=2)[CH:5]=[C:6]([CH3:8])[N:7]=1. The yield is 0.620. (3) The reactants are CO[C:3](=[O:14])[CH:4](Br)[C:5]1[CH:10]=[CH:9][C:8]([Cl:11])=[C:7]([Cl:12])[CH:6]=1.[CH3:15][CH:16]([CH3:19])[CH2:17][SH:18].[NH2:20][C:21]1[CH:26]=[CH:25][CH:24]=[CH:23][N:22]=1. The catalyst is C1COCC1. The product is [Cl:12][C:7]1[CH:6]=[C:5]([CH:4]([S:18][CH2:17][CH:16]([CH3:19])[CH3:15])[C:3]([NH:20][C:21]2[CH:26]=[CH:25][CH:24]=[CH:23][N:22]=2)=[O:14])[CH:10]=[CH:9][C:8]=1[Cl:11]. The yield is 0.880. (4) The reactants are Br[CH2:2][C:3]([CH3:5])=[CH2:4].[Br:6][C:7]1[CH:12]=[CH:11][C:10]([N+:13]([O-:15])=[O:14])=[CH:9][C:8]=1[NH:16][C:17](=[O:19])[CH3:18].C(=O)([O-])[O-].[K+].[K+]. The yield is 0.850. The catalyst is CN(C=O)C. The product is [Br:6][C:7]1[CH:12]=[CH:11][C:10]([N+:13]([O-:15])=[O:14])=[CH:9][C:8]=1[N:16]([CH2:2][C:3]([CH3:5])=[CH2:4])[C:17](=[O:19])[CH3:18]. (5) The reactants are [CH:1]([N:4]1[CH2:9][CH2:8][CH:7]([C:10]([OH:12])=O)[CH2:6][CH2:5]1)([CH3:3])[CH3:2].ClC(OCC(C)C)=O.[NH2:21][C:22]1[CH:37]=[CH:36][C:35]([Cl:38])=[CH:34][C:23]=1[C:24]([NH:26][C:27]1[CH:32]=[CH:31][C:30]([Cl:33])=[CH:29][N:28]=1)=[O:25]. The catalyst is CN(C=O)C.C1COCC1. The product is [Cl:38][C:35]1[CH:36]=[CH:37][C:22]([NH:21][C:10]([CH:7]2[CH2:6][CH2:5][N:4]([CH:1]([CH3:2])[CH3:3])[CH2:9][CH2:8]2)=[O:12])=[C:23]([CH:34]=1)[C:24]([NH:26][C:27]1[CH:32]=[CH:31][C:30]([Cl:33])=[CH:29][N:28]=1)=[O:25]. The yield is 0.830. (6) The reactants are F[C:2]1[CH:7]=[CH:6][CH:5]=[CH:4][C:3]=1[N+:8]([O-:10])=[O:9].[CH:11]1([NH2:14])[CH2:13][CH2:12]1.O. The catalyst is CS(C)=O. The product is [CH:11]1([NH:14][C:2]2[CH:7]=[CH:6][CH:5]=[CH:4][C:3]=2[N+:8]([O-:10])=[O:9])[CH2:13][CH2:12]1. The yield is 0.990.